From a dataset of Full USPTO retrosynthesis dataset with 1.9M reactions from patents (1976-2016). Predict the reactants needed to synthesize the given product. (1) Given the product [Cl:1][C:2]1[C:3]([O:12][C:13]2[CH:18]=[C:17]([O:19][CH2:20][C:21]([N:23]([CH2:26][CH3:27])[CH2:24][CH3:25])=[O:22])[CH:16]=[CH:15][C:14]=2[CH2:28][CH2:29][C:30]([OH:32])=[O:31])=[N:4][CH:5]=[C:6]([C:8]([F:9])([F:10])[F:11])[CH:7]=1, predict the reactants needed to synthesize it. The reactants are: [Cl:1][C:2]1[C:3]([O:12][C:13]2[CH:18]=[C:17]([O:19][CH2:20][C:21]([N:23]([CH2:26][CH3:27])[CH2:24][CH3:25])=[O:22])[CH:16]=[CH:15][C:14]=2[CH2:28][CH2:29][C:30]([O:32]CC)=[O:31])=[N:4][CH:5]=[C:6]([C:8]([F:11])([F:10])[F:9])[CH:7]=1.[OH-].[Na+].Cl. (2) Given the product [OH:29][C:31]12[C:49]3[C:44](=[CH:45][CH:46]=[CH:47][CH:48]=3)[C:43](=[O:50])[C:16]1([NH:17][C:6]([C:3]1[N:4]=[CH:5][NH:1][N:2]=1)=[O:8])[C:15]1[CH:14]=[CH:35][C:36]([CH:40]([CH3:42])[CH3:41])=[CH:37][C:38]=1[O:39]2, predict the reactants needed to synthesize it. The reactants are: [NH:1]1[CH:5]=[N:4][C:3]([C:6]([OH:8])=O)=[N:2]1.CCN=C=N[CH2:14][CH2:15][CH2:16][N:17](C)C.C1C=CC2N([OH:29])N=NC=2C=1.N[C:31]12[C:49]3[C:44](=[CH:45][CH:46]=[CH:47][CH:48]=3)[C:43](=[O:50])C1(O)C1[C:38]([O:39]2)=[CH:37][C:36]([CH:40]([CH3:42])[CH3:41])=[CH:35]C=1.